Dataset: Peptide-MHC class I binding affinity with 185,985 pairs from IEDB/IMGT. Task: Regression. Given a peptide amino acid sequence and an MHC pseudo amino acid sequence, predict their binding affinity value. This is MHC class I binding data. The peptide sequence is KTVRYWHRF. The MHC is HLA-A02:19 with pseudo-sequence HLA-A02:19. The binding affinity (normalized) is 0.0847.